From a dataset of Reaction yield outcomes from USPTO patents with 853,638 reactions. Predict the reaction yield, written as a fraction of the theoretical maximum amount of product (1.0 means a 100% yield; for example, 0.34 means a 34% yield). (1) The reactants are [CH2:1]1[C:10]2[C:5](=[CH:6][CH:7]=[CH:8][CH:9]=2)[CH2:4][CH2:3][N:2]1[CH2:11][CH:12]([OH:36])[CH2:13][NH:14][C:15]([C:17]1[CH:18]=[C:19]([N:23]2[CH2:28][CH2:27][N:26](C(OC(C)(C)C)=O)[CH2:25][CH2:24]2)[CH:20]=[CH:21][CH:22]=1)=[O:16].C(O)(C(F)(F)F)=O. The catalyst is C(Cl)Cl. The product is [CH2:1]1[C:10]2[C:5](=[CH:6][CH:7]=[CH:8][CH:9]=2)[CH2:4][CH2:3][N:2]1[CH2:11][CH:12]([OH:36])[CH2:13][NH:14][C:15](=[O:16])[C:17]1[CH:22]=[CH:21][CH:20]=[C:19]([N:23]2[CH2:24][CH2:25][NH:26][CH2:27][CH2:28]2)[CH:18]=1. The yield is 0.570. (2) The product is [Br:1][C:2]1[CH:3]=[C:4]([O:12][C:13]2[CH:18]=[CH:17][C:16]([F:19])=[CH:15][CH:14]=2)[C:5]([NH:8][C:9]2[S:10][CH:21]=[C:22]([CH2:23][CH2:24][C:25]3[CH:30]=[CH:29][CH:28]=[CH:27][CH:26]=3)[N:11]=2)=[N:6][CH:7]=1. The reactants are [Br:1][C:2]1[CH:3]=[C:4]([O:12][C:13]2[CH:18]=[CH:17][C:16]([F:19])=[CH:15][CH:14]=2)[C:5]([NH:8][C:9]([NH2:11])=[S:10])=[N:6][CH:7]=1.Br[CH2:21][C:22](=O)[CH2:23][CH2:24][C:25]1[CH:30]=[CH:29][CH:28]=[CH:27][CH:26]=1.C(N(CC)CC)C. The yield is 1.02. No catalyst specified. (3) The reactants are C([C@@H:4]1[CH2:9][CH2:8][CH2:7][C@H:6]([NH:10][C:11](=[O:20])[O:12][CH2:13][C:14]2[CH:19]=[CH:18][CH:17]=[CH:16][CH:15]=2)[CH2:5]1)(=O)N.FC(F)(F)C(OC1C(OC(=O)C(F)(F)F)=C(I)C=CC=1)=O.C(#[N:44])C. The yield is 0.750. The product is [NH2:44][C@@H:4]1[CH2:9][CH2:8][CH2:7][C@H:6]([NH:10][C:11](=[O:20])[O:12][CH2:13][C:14]2[CH:19]=[CH:18][CH:17]=[CH:16][CH:15]=2)[CH2:5]1. The catalyst is O. (4) The reactants are [C:1]([C:5]1[O:9][N:8]=[C:7]([NH:10][C:11]([NH:13][C:14]2[CH:19]=[CH:18][CH:17]=[C:16]([SH:20])[CH:15]=2)=[O:12])[CH:6]=1)([CH3:4])([CH3:3])[CH3:2].Cl[C:22]1[C:31]2[C:26](=[CH:27][C:28]([O:36][CH3:37])=[C:29]([O:32][CH2:33][CH2:34][Cl:35])[CH:30]=2)[N:25]=[CH:24][N:23]=1. No catalyst specified. The product is [C:1]([C:5]1[O:9][N:8]=[C:7]([NH:10][C:11]([NH:13][C:14]2[CH:19]=[CH:18][CH:17]=[C:16]([S:20][C:22]3[C:31]4[C:26](=[CH:27][C:28]([O:36][CH3:37])=[C:29]([O:32][CH2:33][CH2:34][Cl:35])[CH:30]=4)[N:25]=[CH:24][N:23]=3)[CH:15]=2)=[O:12])[CH:6]=1)([CH3:4])([CH3:2])[CH3:3]. The yield is 0.790.